This data is from Forward reaction prediction with 1.9M reactions from USPTO patents (1976-2016). The task is: Predict the product of the given reaction. (1) Given the reactants [NH2:1][CH:2]([C:6]1[CH:11]=[CH:10][C:9]([O:12][C:13]([F:16])([F:15])[F:14])=[C:8]([F:17])[CH:7]=1)[C:3]([OH:5])=[O:4].[C:18](O[C:18]([O:20][C:21]([CH3:24])([CH3:23])[CH3:22])=[O:19])([O:20][C:21]([CH3:24])([CH3:23])[CH3:22])=[O:19].[OH-].[Na+].O, predict the reaction product. The product is: [C:21]([O:20][C:18]([NH:1][CH:2]([C:6]1[CH:11]=[CH:10][C:9]([O:12][C:13]([F:14])([F:15])[F:16])=[C:8]([F:17])[CH:7]=1)[C:3]([OH:5])=[O:4])=[O:19])([CH3:24])([CH3:23])[CH3:22]. (2) Given the reactants [C:1]([C:4]1[CH:12]=[C:11]2[C:7]([CH:8]=[CH:9][NH:10]2)=[CH:6][CH:5]=1)([OH:3])=[O:2].OS(O)(=O)=O.[CH2:18](O)[CH3:19], predict the reaction product. The product is: [CH2:18]([O:2][C:1]([C:4]1[CH:12]=[C:11]2[C:7]([CH:8]=[CH:9][NH:10]2)=[CH:6][CH:5]=1)=[O:3])[CH3:19]. (3) Given the reactants [F:1]/[C:2](/[CH2:13][O:14][C:15]1[CH:20]=[CH:19][CH:18]=[CH:17][CH:16]=1)=[CH:3]/[CH2:4][NH:5]C(=O)OC(C)(C)C.[ClH:21], predict the reaction product. The product is: [ClH:21].[F:1]/[C:2](/[CH2:13][O:14][C:15]1[CH:20]=[CH:19][CH:18]=[CH:17][CH:16]=1)=[CH:3]/[CH2:4][NH2:5]. (4) Given the reactants [OH:1][C:2]1[CH:3]=[C:4]([C:8]2[N:9]=[CH:10][NH:11][CH:12]=2)[CH:5]=[CH:6][CH:7]=1.C(N(CC)CC)C.[C:20]([O:24][C:25](O[C:25]([O:24][C:20]([CH3:23])([CH3:22])[CH3:21])=[O:26])=[O:26])([CH3:23])([CH3:22])[CH3:21].CN(C=O)C, predict the reaction product. The product is: [OH:1][C:2]1[CH:3]=[C:4]([C:8]2[N:9]=[CH:10][N:11]([C:25]([O:24][C:20]([CH3:23])([CH3:22])[CH3:21])=[O:26])[CH:12]=2)[CH:5]=[CH:6][CH:7]=1. (5) Given the reactants [NH:1]1[CH:5]=[C:4]([C:6]([O:8][CH2:9][CH3:10])=[O:7])[CH:3]=[N:2]1.[H-].[Na+].Br[CH2:14][C:15]#[N:16], predict the reaction product. The product is: [C:15]([CH2:14][N:1]1[CH:5]=[C:4]([C:6]([O:8][CH2:9][CH3:10])=[O:7])[CH:3]=[N:2]1)#[N:16].